Dataset: Drug-target binding data from BindingDB using Ki measurements. Task: Regression. Given a target protein amino acid sequence and a drug SMILES string, predict the binding affinity score between them. We predict pKi (pKi = -log10(Ki in M); higher means stronger inhibition). Dataset: bindingdb_ki. (1) The drug is O=C(CC12CC3CC(C1)CC(c1ccc(Br)cc1)(C3)C2)NO. The target protein (P0DPI0) has sequence MPFVNKQFNYKDPVNGVDIAYIKIPNVGQMQPVKAFKIHNKIWVIPERDTFTNPEEGDLNPPPEAKQVPVSYYDSTYLSTDNEKDNYLKGVTKLFERIYSTDLGRMLLTSIVRGIPFWGGSTIDTELKVIDTNCINVIQPDGSYRSEELNLVIIGPSADIIQFECKSFGHEVLNLTRNGYGSTQYIRFSPDFTFGFEESLEVDTNPLLGAGKFATDPAVTLAHELIHAGHRLYGIAINPNRVFKVNTNAYYEMSGLEVSFEELRTFGGHDAKFIDSLQENEFRLYYYNKFKDIASTLNKAKSIVGTTASLQYMKNVFKEKYLLSEDTSGKFSVDKLKFDKLYKMLTEIYTEDNFVKFFKVLNRKTYLNFDKAVFKINIVPKVNYTIYDGFNLRNTNLAANFNGQNTEINNMNFTKLKNFTGLFEFYKLLCVRGIITSKTKSLDKGYNKALNDLCIKVNNWDLFFSPSEDNFTNDLNKGEEITSDTNIEAAEENISLDLIQ.... The pKi is 7.6. (2) The small molecule is CC(C)[C@H](NC(=O)OCc1ccccc1)C(=O)N[C@@H](Cc1ccccc1)[C@@H](O)[C@@H](Nc1ccccc1)C(=O)N[C@H](C(=O)NCc1ccccc1)C(C)C. The target protein sequence is PQITLWQRPLVTIKIGGQLKEALLDTGADDTVLEEMNLPGRWKPKMIGGIGGFIKVRQYDQILIEICGHKAIGTVLVGPTPVNIIGRNLLTQIGCTLNF. The pKi is 8.2. (3) The small molecule is CNCC[C@H](Oc1cccc2ccccc12)c1cccs1. The target is MLLARMKPQVQPELGGADQ. The pKi is 8.5. (4) The target protein (Q15391) has sequence MINSTSTQPPDESCSQNLLITQQIIPVLYCMVFIAGILLNGVSGWIFFYVPSSKSFIIYLKNIVIADFVMSLTFPFKILGDSGLGPWQLNVFVCRVSAVLFYVNMYVSIVFFGLISFDRYYKIVKPLWTSFIQSVSYSKLLSVIVWMLMLLLAVPNIILTNQSVREVTQIKCIELKSELGRKWHKASNYIFVAIFWIVFLLLIVFYTAITKKIFKSHLKSSRNSTSVKKKSSRNIFSIVFVFFVCFVPYHIARIPYTKSQTEAHYSCQSKEILRYMKEFTLLLSAANVCLDPIIYFFLCQPFREILCKKLHIPLKAQNDLDISRIKRGNTTLESTDTL. The pKi is 5.5. The compound is CC(C)(C)c1ccccc1Oc1ncccc1NC(=O)Nc1ccc(OC(F)(F)F)cc1. (5) The compound is CCCCCCCCCCCCCCCC[N+](C)(C)CCN(Cc1ccc(OC)cc1)c1ncccn1. The pKi is 6.2. The target protein sequence is MTQQQVISYYESTAHENEVELILARAKKIIQAQQSLQGNAIVLDIDETALNHYYSLKLAGFPQGENHTIWNELLSRTDAYPIKATLDFYLYCLTSGLKVFFISARFAQYLESTKQALRNAGYVNFEDVFVFPENIEQYNSKDFKNFKAERRAYIESLGYKILISIGDQSSDLLGGYTLYTLQLPNYLYGENSRF. (6) The pKi is 8.2. The small molecule is CSc1ccc2c(c1)N(CCC1CCCCN1C)c1ccccc1S2. The target protein sequence is MDPLNLSWYDDDLESRNWSRPFNGSEGKADRPHYNYYAMLLTLLIFIIVFGNVLVCMAVSREKALQTTTNYLIVSLAVADLLVATLVMPWVVYLEVVGEWKFSRIHCDIFVTLDVMMCTASILNLCAISIDRYTAVAMPMLYNTRYSSKRRVTVMIAIVWVLSFTISCPLLFGLNNTDQNECIIANPAFVVYSSIVSFYVPFIVTLLVYIKIYIVLRRRRKRVNTKRSSRAFRANLKAPLKGNCTHPEDMKLCTVIMKSNGSFPVNRRRVEAARRAQELEMEMLSSTSPPERTRYSPIPPSHHQLTLPDPSHHALHSTPDSPARPEKNGHAKDHPKIAKIFEIQSMPNGKTRTSLKTMSRRKLSQQKEKKATQMLAIVLGVFIICWLPFFITHILNIHCDCNIPPVLYSAFTWLGYVNSAVNPIIYTTFNIEFRKAFLKILHC.